Dataset: NCI-60 drug combinations with 297,098 pairs across 59 cell lines. Task: Regression. Given two drug SMILES strings and cell line genomic features, predict the synergy score measuring deviation from expected non-interaction effect. Drug 1: CC1C(C(CC(O1)OC2CC(CC3=C2C(=C4C(=C3O)C(=O)C5=C(C4=O)C(=CC=C5)OC)O)(C(=O)C)O)N)O.Cl. Drug 2: CC1C(C(CC(O1)OC2CC(CC3=C2C(=C4C(=C3O)C(=O)C5=C(C4=O)C(=CC=C5)OC)O)(C(=O)CO)O)N)O.Cl. Cell line: SR. Synergy scores: CSS=56.5, Synergy_ZIP=-3.58, Synergy_Bliss=-3.91, Synergy_Loewe=2.17, Synergy_HSA=3.68.